This data is from NCI-60 drug combinations with 297,098 pairs across 59 cell lines. The task is: Regression. Given two drug SMILES strings and cell line genomic features, predict the synergy score measuring deviation from expected non-interaction effect. (1) Drug 1: CC1C(C(CC(O1)OC2CC(OC(C2O)C)OC3=CC4=CC5=C(C(=O)C(C(C5)C(C(=O)C(C(C)O)O)OC)OC6CC(C(C(O6)C)O)OC7CC(C(C(O7)C)O)OC8CC(C(C(O8)C)O)(C)O)C(=C4C(=C3C)O)O)O)O. Drug 2: CNC(=O)C1=NC=CC(=C1)OC2=CC=C(C=C2)NC(=O)NC3=CC(=C(C=C3)Cl)C(F)(F)F. Cell line: OVCAR3. Synergy scores: CSS=8.35, Synergy_ZIP=2.64, Synergy_Bliss=-1.29, Synergy_Loewe=-55.0, Synergy_HSA=-2.60. (2) Drug 1: CC1=CC2C(CCC3(C2CCC3(C(=O)C)OC(=O)C)C)C4(C1=CC(=O)CC4)C. Drug 2: CC1=C(N=C(N=C1N)C(CC(=O)N)NCC(C(=O)N)N)C(=O)NC(C(C2=CN=CN2)OC3C(C(C(C(O3)CO)O)O)OC4C(C(C(C(O4)CO)O)OC(=O)N)O)C(=O)NC(C)C(C(C)C(=O)NC(C(C)O)C(=O)NCCC5=NC(=CS5)C6=NC(=CS6)C(=O)NCCC[S+](C)C)O. Cell line: OVCAR3. Synergy scores: CSS=14.5, Synergy_ZIP=-0.291, Synergy_Bliss=3.83, Synergy_Loewe=-15.0, Synergy_HSA=1.28.